Dataset: Forward reaction prediction with 1.9M reactions from USPTO patents (1976-2016). Task: Predict the product of the given reaction. (1) Given the reactants [CH:1]1([CH2:6][C:7]2[C:8]3[CH2:29][NH:28][CH2:27][CH2:26][C:9]=3[N:10]=[C:11]([NH:13][C:14]3[CH:19]=[CH:18][C:17]([N:20]4[CH:24]=[CH:23][N:22]=[C:21]4[CH3:25])=[CH:16][CH:15]=3)[N:12]=2)[CH2:5][CH2:4][CH2:3][CH2:2]1.[CH2:30]=O, predict the reaction product. The product is: [CH:1]1([CH2:6][C:7]2[C:8]3[CH2:29][N:28]([CH3:30])[CH2:27][CH2:26][C:9]=3[N:10]=[C:11]([NH:13][C:14]3[CH:15]=[CH:16][C:17]([N:20]4[CH:24]=[CH:23][N:22]=[C:21]4[CH3:25])=[CH:18][CH:19]=3)[N:12]=2)[CH2:2][CH2:3][CH2:4][CH2:5]1. (2) Given the reactants [CH3:1][O:2][C:3]([C:5]1[O:6][C:7]2[CH:13]=[CH:12][C:11]([OH:14])=[CH:10][C:8]=2[CH:9]=1)=[O:4].C1(P(C2C=CC=CC=2)C2C=CC=CC=2)C=CC=CC=1.O[CH2:35][CH2:36][N:37]1[CH2:41][CH2:40][CH2:39][CH2:38]1.N(C(OC(C)C)=O)=NC(OC(C)C)=O, predict the reaction product. The product is: [CH3:1][O:2][C:3]([C:5]1[O:6][C:7]2[CH:13]=[CH:12][C:11]([O:14][CH2:35][CH2:36][N:37]3[CH2:41][CH2:40][CH2:39][CH2:38]3)=[CH:10][C:8]=2[CH:9]=1)=[O:4]. (3) Given the reactants [CH3:1][C:2]1[C:6]([CH2:7][C:8]2[CH:13]=[CH:12][CH:11]=[C:10]([C:14]([F:17])([F:16])[F:15])[C:9]=2[CH3:18])=[C:5]([NH2:19])[NH:4][N:3]=1.[C:20](OC)(=[O:26])[CH2:21][C:22](OC)=[O:23].C[O-].[Na+], predict the reaction product. The product is: [CH3:1][C:2]1[C:6]([CH2:7][C:8]2[CH:13]=[CH:12][CH:11]=[C:10]([C:14]([F:15])([F:17])[F:16])[C:9]=2[CH3:18])=[C:5]2[NH:19][C:20](=[O:26])[CH2:21][C:22](=[O:23])[N:4]2[N:3]=1. (4) The product is: [C:1]([O:5][C@@H:6]([C:12]1[C:13]([CH3:42])=[N:14][C:15]([CH3:41])=[C:16]([C:26]2[CH:27]=[CH:28][C:29]([O:32][CH2:33][C:34]3[CH:39]=[CH:38][C:37]([F:40])=[CH:36][CH:35]=3)=[CH:30][CH:31]=2)[C:17]=1[N:18]1[CH2:23][CH2:22][C:21]([CH3:25])([CH3:24])[CH2:20][CH2:19]1)[C:7]([OH:9])=[O:8])([CH3:4])([CH3:2])[CH3:3]. Given the reactants [C:1]([O:5][C@@H:6]([C:12]1[C:13]([CH3:42])=[N:14][C:15]([CH3:41])=[C:16]([C:26]2[CH:31]=[CH:30][C:29]([O:32][CH2:33][C:34]3[CH:39]=[CH:38][C:37]([F:40])=[CH:36][CH:35]=3)=[CH:28][CH:27]=2)[C:17]=1[N:18]1[CH2:23][CH2:22][C:21]([CH3:25])([CH3:24])[CH2:20][CH2:19]1)[C:7]([O:9]CC)=[O:8])([CH3:4])([CH3:3])[CH3:2].[Li+].[OH-], predict the reaction product. (5) The product is: [OH:15]/[N:14]=[CH:1]/[C:3]1[CH:12]=[CH:11][C:6]([C:7]([O:9][CH3:10])=[O:8])=[CH:5][CH:4]=1. Given the reactants [CH:1]([C:3]1[CH:12]=[CH:11][C:6]([C:7]([O:9][CH3:10])=[O:8])=[CH:5][CH:4]=1)=O.Cl.[NH2:14][OH:15].C(=O)([O-])[O-].[Na+].[Na+].C(Cl)Cl, predict the reaction product. (6) Given the reactants C(Cl)(=O)C(Cl)=O.CS(C)=O.[I:11][C:12]1[C:16]([CH2:17][OH:18])=[CH:15][N:14]([CH:19]2[CH2:24][CH2:23][CH2:22][CH2:21][O:20]2)[N:13]=1.C(N(CC)CC)C, predict the reaction product. The product is: [I:11][C:12]1[C:16]([CH:17]=[O:18])=[CH:15][N:14]([CH:19]2[CH2:24][CH2:23][CH2:22][CH2:21][O:20]2)[N:13]=1. (7) Given the reactants [NH2:1][C@@H:2]1[CH2:7][CH2:6][C@H:5]([NH:8][C:9]2[N:18]=[C:17]([N:19]([CH3:21])[CH3:20])[C:16]3[C:11](=[CH:12][CH:13]=[CH:14][CH:15]=3)[N:10]=2)[CH2:4][CH2:3]1.[Br:22][CH2:23][C:24](Br)=[O:25], predict the reaction product. The product is: [Br:22][CH2:23][C:24]([NH:1][C@H:2]1[CH2:3][CH2:4][C@@H:5]([NH:8][C:9]2[N:18]=[C:17]([N:19]([CH3:21])[CH3:20])[C:16]3[C:11](=[CH:12][CH:13]=[CH:14][CH:15]=3)[N:10]=2)[CH2:6][CH2:7]1)=[O:25]. (8) The product is: [Cl:1][C:2]1[CH:3]=[C:4](/[CH:5]=[CH:6]/[C:7]([N:20]2[CH2:26][CH2:25][C:24](=[O:27])[NH:23][CH2:22][CH2:21]2)=[O:9])[CH:10]=[CH:11][C:12]=1[Cl:13]. Given the reactants [Cl:1][C:2]1[CH:3]=[C:4]([CH:10]=[CH:11][C:12]=1[Cl:13])/[CH:5]=[CH:6]/[C:7]([OH:9])=O.C(Cl)(=O)C(Cl)=O.[NH:20]1[CH2:26][CH2:25][C:24](=[O:27])[NH:23][CH2:22][CH2:21]1.C(N(CC)CC)C, predict the reaction product. (9) Given the reactants C[N:2]([C:19]1[CH:20]=[N:21][CH:22]=[CH:23][C:24]=1N1CCCCC1C)[C:3](=O)C1C=C(C(F)(F)F)C=C(C(F)(F)F)C=1.[Cl:32][C:33]1[N:38]=[C:37](B(O)O)[CH:36]=[CH:35][CH:34]=1, predict the reaction product. The product is: [Cl:32][C:33]1[N:38]=[C:37]([C:24]2[CH:23]=[CH:22][N:21]=[CH:20][C:19]=2[NH:2][CH3:3])[CH:36]=[CH:35][CH:34]=1. (10) Given the reactants [N:1]([C@@H:4]1[CH2:7][C@H:6]([CH2:8][NH:9][C:10](=[O:16])[O:11][C:12]([CH3:15])([CH3:14])[CH3:13])[CH2:5]1)=[N+]=[N-].C=O.[CH3:19][C:20]([CH3:22])=O, predict the reaction product. The product is: [CH:20]([NH:1][C@@H:4]1[CH2:7][C@H:6]([CH2:8][NH:9][C:10](=[O:16])[O:11][C:12]([CH3:15])([CH3:14])[CH3:13])[CH2:5]1)([CH3:22])[CH3:19].